This data is from Full USPTO retrosynthesis dataset with 1.9M reactions from patents (1976-2016). The task is: Predict the reactants needed to synthesize the given product. (1) Given the product [CH3:1][C:2]1[CH:7]=[CH:6][CH:5]=[C:4]([CH:8]2[CH2:12][CH2:11][O:10][CH2:9]2)[C:3]=1[O:13][CH2:15][C:16]([O:18][CH3:19])=[O:17], predict the reactants needed to synthesize it. The reactants are: [CH3:1][C:2]1[CH:7]=[CH:6][CH:5]=[C:4]([CH:8]2[CH2:12][CH2:11][O:10][CH2:9]2)[C:3]=1[OH:13].Br[CH2:15][C:16]([O:18][CH3:19])=[O:17].C(=O)([O-])[O-].[Cs+].[Cs+]. (2) Given the product [Br:11][C:8]1[CH:9]=[CH:10][C:3]([CH2:1][CH3:2])=[C:4]([CH:7]=1)[C:5]#[N:6], predict the reactants needed to synthesize it. The reactants are: [CH2:1]([C:3]1[CH:10]=[CH:9][CH:8]=[CH:7][C:4]=1[C:5]#[N:6])[CH3:2].[Br:11]Br. (3) Given the product [CH:17]1([N:7]2[C:6]3[N:22]=[C:2]([NH:23][C:24]4[CH:32]=[CH:31][C:27]([C:28]([OH:30])=[O:29])=[CH:26][C:25]=4[O:33][CH3:34])[N:3]=[CH:4][C:5]=3[N:14]([CH3:15])[C:13](=[O:16])[CH:12]3[CH:8]2[CH2:9][CH2:10][CH2:11]3)[CH2:21][CH2:20][CH2:19][CH2:18]1, predict the reactants needed to synthesize it. The reactants are: Cl[C:2]1[N:3]=[CH:4][C:5]2[N:14]([CH3:15])[C:13](=[O:16])[CH:12]3[CH:8]([CH2:9][CH2:10][CH2:11]3)[N:7]([CH:17]3[CH2:21][CH2:20][CH2:19][CH2:18]3)[C:6]=2[N:22]=1.[NH2:23][C:24]1[CH:32]=[CH:31][C:27]([C:28]([OH:30])=[O:29])=[CH:26][C:25]=1[O:33][CH3:34].Cl.[OH-].[Na+]. (4) Given the product [CH2:1]([O:8][C:9](=[O:28])[CH2:10][N:11]([C:18]([O:20][CH2:21][C:22]1[CH:23]=[CH:24][CH:25]=[CH:26][CH:27]=1)=[O:19])[CH:12]1[CH2:13][CH2:14][N:15]([CH2:37][CH2:36][NH:35][C:34]([O:33][C:29]([CH3:32])([CH3:31])[CH3:30])=[O:39])[CH2:16][CH2:17]1)[C:2]1[CH:7]=[CH:6][CH:5]=[CH:4][CH:3]=1, predict the reactants needed to synthesize it. The reactants are: [CH2:1]([O:8][C:9](=[O:28])[CH2:10][N:11]([C:18]([O:20][CH2:21][C:22]1[CH:27]=[CH:26][CH:25]=[CH:24][CH:23]=1)=[O:19])[CH:12]1[CH2:17][CH2:16][NH:15][CH2:14][CH2:13]1)[C:2]1[CH:7]=[CH:6][CH:5]=[CH:4][CH:3]=1.[C:29]([O:33][C:34](=[O:39])[NH:35][CH2:36][CH:37]=O)([CH3:32])([CH3:31])[CH3:30].C(O[BH-](OC(=O)C)OC(=O)C)(=O)C.[Na+]. (5) The reactants are: Cl[C:2]1[N:7]=[C:6](Cl)[CH:5]=[CH:4][N:3]=1.[F:9][C:10]1[CH:17]=[CH:16][C:13]([CH2:14][NH2:15])=[CH:12][C:11]=1[C:18]([F:21])([F:20])[F:19]. Given the product [F:9][C:10]1[CH:17]=[CH:16][C:13]([CH2:14][NH:15][C:2]2[N:7]=[C:6]([NH:15][CH2:14][C:13]3[CH:16]=[CH:17][C:10]([F:9])=[C:11]([C:18]([F:21])([F:19])[F:20])[CH:12]=3)[CH:5]=[CH:4][N:3]=2)=[CH:12][C:11]=1[C:18]([F:19])([F:20])[F:21], predict the reactants needed to synthesize it. (6) Given the product [C:40]([O:44][C:45](=[O:46])[NH:47][CH2:48][C:49]1[CH:80]=[CH:79][C:52]2[N:53]([CH2:68][CH2:69][CH2:70][CH2:71][OH:72])[C:54]([CH2:56][N:57]3[C:65]4[C:60](=[CH:61][CH:62]=[CH:63][CH:64]=4)[C:59]([CH:66]=[CH2:67])=[N:58]3)=[N:55][C:51]=2[CH:50]=1)([CH3:41])([CH3:42])[CH3:43], predict the reactants needed to synthesize it. The reactants are: C(OC(=O)NCC1C=CC2N(CCCCO)C(CN3C4C(=CC=CC=4)C(=O)N(C4CC4)C3=O)=NC=2C=1)(C)(C)C.[C:40]([O:44][C:45]([NH:47][CH2:48][C:49]1[CH:80]=[CH:79][C:52]2[N:53]([CH2:68][CH2:69][CH2:70][CH2:71][O:72]C(=O)C(C)(C)C)[C:54]([CH2:56][N:57]3[C:65]4[C:60](=[CH:61][CH:62]=[CH:63][CH:64]=4)[C:59]([CH:66]=[CH2:67])=[N:58]3)=[N:55][C:51]=2[CH:50]=1)=[O:46])([CH3:43])([CH3:42])[CH3:41]. (7) The reactants are: [NH:1]([C:3]1[N:8]=[CH:7][N:6]=[C:5]2[N:9]([C:12]3[CH:17]=[CH:16][CH:15]=[C:14]([O:18][CH3:19])[N:13]=3)[N:10]=[CH:11][C:4]=12)[NH2:2].[Cl:20][C:21]1[CH:28]=[CH:27][C:24]([CH:25]=O)=[CH:23][N:22]=1.COC1N=C(N2C3=NC=NC(NN=CC4C=CN=CC=4)=C3C=N2)C=CC=1. Given the product [CH3:19][O:18][C:14]1[N:13]=[C:12]([N:9]2[C:5]3=[N:6][CH:7]=[N:8][C:3]([NH:1][N:2]=[CH:25][C:24]4[CH:27]=[CH:28][C:21]([Cl:20])=[N:22][CH:23]=4)=[C:4]3[CH:11]=[N:10]2)[CH:17]=[CH:16][CH:15]=1, predict the reactants needed to synthesize it. (8) Given the product [Cl:21][C:22]1[CH:30]=[CH:29][CH:28]=[C:27]2[C:23]=1[CH2:24][N:25]([C:2]1[N:3]=[C:4]3[C:10]([CH:11]=[O:12])=[CH:9][N:8]([CH2:13][O:14][CH2:15][CH2:16][Si:17]([CH3:20])([CH3:19])[CH3:18])[C:5]3=[N:6][CH:7]=1)[C:26]2=[O:31], predict the reactants needed to synthesize it. The reactants are: Br[C:2]1[N:3]=[C:4]2[C:10]([CH:11]=[O:12])=[CH:9][N:8]([CH2:13][O:14][CH2:15][CH2:16][Si:17]([CH3:20])([CH3:19])[CH3:18])[C:5]2=[N:6][CH:7]=1.[Cl:21][C:22]1[CH:30]=[CH:29][CH:28]=[C:27]2[C:23]=1[CH2:24][NH:25][C:26]2=[O:31].CNCCNC.C(=O)([O-])[O-].[K+].[K+].